Predict the reactants needed to synthesize the given product. From a dataset of Full USPTO retrosynthesis dataset with 1.9M reactions from patents (1976-2016). (1) Given the product [CH3:11][O:12][C:13](=[O:22])[CH:14]([N:5]1[C:4](=[O:8])[CH:3]=[C:2]([I:1])[CH:7]=[N:6]1)[CH2:15][CH:16]1[CH2:17][CH2:18][CH2:19][CH2:20]1, predict the reactants needed to synthesize it. The reactants are: [I:1][C:2]1[CH:7]=[N:6][NH:5][C:4](=[O:8])[CH:3]=1.[H-].[Na+].[CH3:11][O:12][C:13](=[O:22])[CH:14](Br)[CH2:15][CH:16]1[CH2:20][CH2:19][CH2:18][CH2:17]1. (2) Given the product [CH3:35][NH:34][C:32](=[O:33])[C:28]1[CH:27]=[C:26]([O:25][C:22]2[CH:23]=[N:24][C:19]([NH:18][C:12]([NH:38][C:7]([C:3]3([C:2]([F:1])([F:11])[F:10])[CH2:4][CH2:5][CH2:6]3)=[O:9])=[O:16])=[CH:20][CH:21]=2)[CH:31]=[CH:30][N:29]=1, predict the reactants needed to synthesize it. The reactants are: [F:1][C:2]([F:11])([F:10])[C:3]1([C:7]([OH:9])=O)[CH2:6][CH2:5][CH2:4]1.[C:12](Cl)(=[O:16])C(Cl)=O.[NH2:18][C:19]1[N:24]=[CH:23][C:22]([O:25][C:26]2[CH:31]=[CH:30][N:29]=[C:28]([C:32]([NH:34][CH3:35])=[O:33])[CH:27]=2)=[CH:21][CH:20]=1.CC[N:38](C(C)C)C(C)C. (3) Given the product [Cl:31][C:28]1[CH:27]=[N:26][C:25]([NH:1][CH2:2][C@H:3]2[C@@H:8]([CH3:9])[CH2:7][CH2:6][CH2:5][N:4]2[C:10]([C:12]2[CH:17]=[C:16]([CH3:18])[CH:15]=[CH:14][C:13]=2[N:19]2[N:23]=[CH:22][CH:21]=[N:20]2)=[O:11])=[N:30][CH:29]=1, predict the reactants needed to synthesize it. The reactants are: [NH2:1][CH2:2][C@H:3]1[C@@H:8]([CH3:9])[CH2:7][CH2:6][CH2:5][N:4]1[C:10]([C:12]1[CH:17]=[C:16]([CH3:18])[CH:15]=[CH:14][C:13]=1[N:19]1[N:23]=[CH:22][CH:21]=[N:20]1)=[O:11].Cl[C:25]1[N:30]=[CH:29][C:28]([Cl:31])=[CH:27][N:26]=1. (4) The reactants are: [CH3:1][N:2]([CH3:26])[C:3]([C:5]1[C:6]2[CH2:7][CH2:8][CH:9]([C:20]3[CH:25]=[CH:24][CH:23]=[CH:22][CH:21]=3)[O:10][C:11]=2[C:12]2[N:16]=[C:15]([CH3:17])[N:14]([CH3:18])[C:13]=2[CH:19]=1)=[O:4].CCCCCCC.C(O)C.C(NCC)C. Given the product [CH3:26][N:2]([CH3:1])[C:3]([C:5]1[C:6]2[CH2:7][CH2:8][C@H:9]([C:20]3[CH:21]=[CH:22][CH:23]=[CH:24][CH:25]=3)[O:10][C:11]=2[C:12]2[N:16]=[C:15]([CH3:17])[N:14]([CH3:18])[C:13]=2[CH:19]=1)=[O:4], predict the reactants needed to synthesize it. (5) Given the product [ClH:7].[Cl:7][C:8]1([Cl:14])[C@@H:10]([CH3:11])[C@@H:9]1[NH:12][CH3:13], predict the reactants needed to synthesize it. The reactants are: C(O)/C=C/C.Cl.[Cl:7][C:8]1([Cl:14])[C@H:10]([CH3:11])[C@@H:9]1[NH:12][CH3:13]. (6) Given the product [CH2:1]([N:8]([CH2:9][CH2:10][CH2:11][CH2:12][CH2:13][CH2:14][C:15]([NH:33][OH:34])=[O:16])[C:18]([C:20]1[C:30]2=[C:31]3[C:26](=[CH:27][CH:28]=[CH:29]2)[CH2:25][CH2:24][CH2:23][N:22]3[CH:21]=1)=[O:19])[C:2]1[CH:3]=[CH:4][CH:5]=[CH:6][CH:7]=1, predict the reactants needed to synthesize it. The reactants are: [CH2:1]([N:8]([C:18]([C:20]1[C:30]2=[C:31]3[C:26](=[CH:27][CH:28]=[CH:29]2)[CH2:25][CH2:24][CH2:23][N:22]3[CH:21]=1)=[O:19])[CH2:9][CH2:10][CH2:11][CH2:12][CH2:13][CH2:14][C:15](O)=[O:16])[C:2]1[CH:7]=[CH:6][CH:5]=[CH:4][CH:3]=1.Cl.[NH2:33][OH:34]. (7) Given the product [CH3:2][O:3][C:4]1[N:5]=[C:6]2[C:11](=[CH:12][CH:13]=1)[N:10]=[CH:9][CH:8]=[C:7]2[C:14]1[CH:19]=[CH:18][C:17]([CH2:20][CH2:21][NH:22][CH2:41][C:38]2[CH:39]=[CH:40][C:34]3[S:33][CH2:32][C:31](=[O:30])[NH:36][C:35]=3[CH:37]=2)=[CH:16][CH:15]=1, predict the reactants needed to synthesize it. The reactants are: Cl.[CH3:2][O:3][C:4]1[N:5]=[C:6]2[C:11](=[CH:12][CH:13]=1)[N:10]=[CH:9][CH:8]=[C:7]2[C:14]1[CH:19]=[CH:18][C:17]([CH2:20][CH2:21][NH2:22])=[CH:16][CH:15]=1.C(N(CC)CC)C.[O:30]=[C:31]1[NH:36][C:35]2[CH:37]=[C:38]([CH:41]=O)[CH:39]=[CH:40][C:34]=2[S:33][CH2:32]1.[BH4-].[Na+].